This data is from NCI-60 drug combinations with 297,098 pairs across 59 cell lines. The task is: Regression. Given two drug SMILES strings and cell line genomic features, predict the synergy score measuring deviation from expected non-interaction effect. (1) Drug 1: CN1C(=O)N2C=NC(=C2N=N1)C(=O)N. Drug 2: CC=C1C(=O)NC(C(=O)OC2CC(=O)NC(C(=O)NC(CSSCCC=C2)C(=O)N1)C(C)C)C(C)C. Cell line: T-47D. Synergy scores: CSS=14.3, Synergy_ZIP=1.52, Synergy_Bliss=0.748, Synergy_Loewe=-31.4, Synergy_HSA=-6.65. (2) Drug 1: CC1=CC2C(CCC3(C2CCC3(C(=O)C)OC(=O)C)C)C4(C1=CC(=O)CC4)C. Drug 2: CCC1=C2CN3C(=CC4=C(C3=O)COC(=O)C4(CC)O)C2=NC5=C1C=C(C=C5)O. Cell line: ACHN. Synergy scores: CSS=33.9, Synergy_ZIP=0.687, Synergy_Bliss=4.50, Synergy_Loewe=-49.7, Synergy_HSA=4.17.